Predict the product of the given reaction. From a dataset of Forward reaction prediction with 1.9M reactions from USPTO patents (1976-2016). (1) Given the reactants [NH2:1][C:2]1[C:15]2[C:6](=[CH:7][C:8]3[C:9]4[C:14]=2[C:13](=[O:16])[N:12]([CH2:17][CH2:18][N:19]([CH3:21])[CH3:20])[C:11](=[O:22])[C:10]=4[CH:23]=[CH:24][CH:25]=3)[CH:5]=[CH:4][CH:3]=1.[O:26]1[CH:30]=[CH:29][CH:28]=[C:27]1[CH2:31][N:32]=[C:33]=[S:34], predict the reaction product. The product is: [CH3:21][N:19]([CH3:20])[CH2:18][CH2:17][N:12]1[C:11](=[O:22])[C:10]2[CH:23]=[CH:24][CH:25]=[C:8]3[C:9]=2[C:14](=[C:15]2[C:2]([NH:1][C:33]([NH:32][CH2:31][C:27]4[O:26][CH:30]=[CH:29][CH:28]=4)=[S:34])=[CH:3][CH:4]=[CH:5][C:6]2=[CH:7]3)[C:13]1=[O:16]. (2) Given the reactants [CH3:1][C:2]1([CH3:12])[CH2:6][CH:5]([C:7]([O:9][CH3:10])=[O:8])[C:4](=O)[CH2:3]1.[Br-].C([P+](CCCC)(CCCC)[CH2:19][C:20]([O:22][CH3:23])=[O:21])CCC.[C:32]1(C)C=CC=CC=1, predict the reaction product. The product is: [CH2:23]([O:22][C:20](=[O:21])[CH2:19][C:4]1[CH2:3][C:2]([CH3:12])([CH3:1])[CH2:6][C:5]=1[C:7]([O:9][CH3:10])=[O:8])[CH3:32].